Dataset: Full USPTO retrosynthesis dataset with 1.9M reactions from patents (1976-2016). Task: Predict the reactants needed to synthesize the given product. (1) The reactants are: [OH-].[NH4+:2].[Cl:3][C:4]1[CH:5]=[C:6]2[N:24]([CH2:25][O:26][CH2:27][CH2:28][Si:29]([CH3:32])([CH3:31])[CH3:30])[C:23]([O:33][C@H:34]3[C@H:38]4[O:39][CH2:40][CH:41]([CH2:42][C:43]([O:45]CC)=O)[C@H:37]4[O:36][CH2:35]3)=[N:22][C:7]2=[N:8][C:9]=1[C:10]1[CH:15]=[CH:14][C:13]([C:16]2[CH:21]=[CH:20][CH:19]=[CH:18][CH:17]=2)=[CH:12][CH:11]=1. Given the product [Cl:3][C:4]1[CH:5]=[C:6]2[N:24]([CH2:25][O:26][CH2:27][CH2:28][Si:29]([CH3:31])([CH3:30])[CH3:32])[C:23]([O:33][C@H:34]3[C@H:38]4[O:39][CH2:40][CH:41]([CH2:42][C:43]([NH2:2])=[O:45])[C@H:37]4[O:36][CH2:35]3)=[N:22][C:7]2=[N:8][C:9]=1[C:10]1[CH:15]=[CH:14][C:13]([C:16]2[CH:21]=[CH:20][CH:19]=[CH:18][CH:17]=2)=[CH:12][CH:11]=1, predict the reactants needed to synthesize it. (2) Given the product [CH:1]([C:4]1[CH:9]=[C:8]([CH:7]=[CH:6][C:5]=1[O:13][CH3:14])[NH2:10])([CH3:3])[CH3:2], predict the reactants needed to synthesize it. The reactants are: [CH:1]([C:4]1[CH:9]=[C:8]([N+:10]([O-])=O)[CH:7]=[CH:6][C:5]=1[O:13][CH3:14])([CH3:3])[CH3:2].